The task is: Predict the product of the given reaction.. This data is from Forward reaction prediction with 1.9M reactions from USPTO patents (1976-2016). (1) Given the reactants [O:1]1[CH2:5][CH2:4][O:3][CH:2]1[C:6]1[CH:7]=[C:8]2[C:12](=[CH:13][CH:14]=1)[N:11]([CH2:15][O:16][CH2:17][CH2:18][Si:19]([CH3:22])([CH3:21])[CH3:20])[N:10]=[C:9]2I.[N:24]1([CH2:30][CH2:31][OH:32])[CH2:29][CH2:28][CH2:27][CH2:26][CH2:25]1, predict the reaction product. The product is: [O:1]1[CH2:5][CH2:4][O:3][CH:2]1[C:6]1[CH:7]=[C:8]2[C:12](=[CH:13][CH:14]=1)[N:11]([CH2:15][O:16][CH2:17][CH2:18][Si:19]([CH3:22])([CH3:21])[CH3:20])[N:10]=[C:9]2[O:32][CH2:31][CH2:30][N:24]1[CH2:29][CH2:28][CH2:27][CH2:26][CH2:25]1. (2) Given the reactants [F:1][C:2]1[CH:3]=[CH:4][C:5]([C:8]23[CH2:16][N:15]([C:17]4[N:22]=[CH:21][C:20]([F:23])=[CH:19][N:18]=4)[CH2:14][CH:13]2[CH2:12][S:11][C:10]([NH2:24])=[N:9]3)=[N:6][CH:7]=1.C(O)C, predict the reaction product. The product is: [F:1][C:2]1[CH:3]=[CH:4][C:5]([C@:8]23[CH2:16][N:15]([C:17]4[N:22]=[CH:21][C:20]([F:23])=[CH:19][N:18]=4)[CH2:14][C@H:13]2[CH2:12][S:11][C:10]([NH2:24])=[N:9]3)=[N:6][CH:7]=1. (3) Given the reactants [CH3:1][C:2]1[N:7]=[C:6](Cl)[C:5]([CH3:9])=[C:4]([Cl:10])[N:3]=1.C(N(CC)CC)C.[CH2:18]([NH:22][CH2:23][CH3:24])[CH2:19][CH2:20][CH3:21], predict the reaction product. The product is: [CH2:18]([N:22]([C:6]1[C:5]([CH3:9])=[C:4]([Cl:10])[N:3]=[C:2]([CH3:1])[N:7]=1)[CH2:23][CH3:24])[CH2:19][CH2:20][CH3:21].